From a dataset of NCI-60 drug combinations with 297,098 pairs across 59 cell lines. Regression. Given two drug SMILES strings and cell line genomic features, predict the synergy score measuring deviation from expected non-interaction effect. (1) Drug 1: C1=CC(=CC=C1CC(C(=O)O)N)N(CCCl)CCCl.Cl. Drug 2: N.N.Cl[Pt+2]Cl. Cell line: LOX IMVI. Synergy scores: CSS=4.10, Synergy_ZIP=-7.86, Synergy_Bliss=-4.40, Synergy_Loewe=-3.15, Synergy_HSA=-2.60. (2) Drug 1: C1=CC(=CC=C1C#N)C(C2=CC=C(C=C2)C#N)N3C=NC=N3. Drug 2: CCC1(CC2CC(C3=C(CCN(C2)C1)C4=CC=CC=C4N3)(C5=C(C=C6C(=C5)C78CCN9C7C(C=CC9)(C(C(C8N6C=O)(C(=O)OC)O)OC(=O)C)CC)OC)C(=O)OC)O.OS(=O)(=O)O. Cell line: UACC-257. Synergy scores: CSS=-0.602, Synergy_ZIP=-4.86, Synergy_Bliss=-4.15, Synergy_Loewe=-26.9, Synergy_HSA=-5.66. (3) Drug 1: C1CN1P(=S)(N2CC2)N3CC3. Drug 2: CCC(=C(C1=CC=CC=C1)C2=CC=C(C=C2)OCCN(C)C)C3=CC=CC=C3.C(C(=O)O)C(CC(=O)O)(C(=O)O)O. Cell line: UACC-257. Synergy scores: CSS=2.27, Synergy_ZIP=-1.67, Synergy_Bliss=-1.04, Synergy_Loewe=0.113, Synergy_HSA=0.184. (4) Drug 1: CNC(=O)C1=CC=CC=C1SC2=CC3=C(C=C2)C(=NN3)C=CC4=CC=CC=N4. Cell line: OVCAR-5. Drug 2: C1CNP(=O)(OC1)N(CCCl)CCCl. Synergy scores: CSS=0.158, Synergy_ZIP=0.323, Synergy_Bliss=-3.96, Synergy_Loewe=-5.38, Synergy_HSA=-5.37. (5) Drug 1: C1=NC2=C(N=C(N=C2N1C3C(C(C(O3)CO)O)F)Cl)N. Drug 2: COC1=C2C(=CC3=C1OC=C3)C=CC(=O)O2. Cell line: SR. Synergy scores: CSS=-0.383, Synergy_ZIP=-3.43, Synergy_Bliss=-8.72, Synergy_Loewe=-1.90, Synergy_HSA=-8.13. (6) Drug 1: C1=NC2=C(N1)C(=S)N=C(N2)N. Drug 2: B(C(CC(C)C)NC(=O)C(CC1=CC=CC=C1)NC(=O)C2=NC=CN=C2)(O)O. Cell line: MDA-MB-231. Synergy scores: CSS=26.4, Synergy_ZIP=-5.40, Synergy_Bliss=2.53, Synergy_Loewe=5.10, Synergy_HSA=4.10. (7) Drug 1: CC1=C(C=C(C=C1)NC2=NC=CC(=N2)N(C)C3=CC4=NN(C(=C4C=C3)C)C)S(=O)(=O)N.Cl. Drug 2: CNC(=O)C1=CC=CC=C1SC2=CC3=C(C=C2)C(=NN3)C=CC4=CC=CC=N4. Cell line: HT29. Synergy scores: CSS=4.09, Synergy_ZIP=1.19, Synergy_Bliss=5.71, Synergy_Loewe=0.688, Synergy_HSA=2.37.